This data is from Forward reaction prediction with 1.9M reactions from USPTO patents (1976-2016). The task is: Predict the product of the given reaction. (1) Given the reactants [C:1]([O:5][P:6]([O:13][CH2:14][CH2:15][N:16]([CH2:27]C)[C:17](=[O:26])[O:18][CH2:19][C:20]1[CH:25]=[CH:24][CH:23]=[CH:22][CH:21]=1)([O:8][C:9]([CH3:12])([CH3:11])[CH3:10])=[O:7])([CH3:4])([CH3:3])[CH3:2].OCCN(C)C(=O)OCC1C=CC=CC=1, predict the reaction product. The product is: [C:1]([O:5][P:6]([O:13][CH2:14][CH2:15][N:16]([CH3:27])[C:17](=[O:26])[O:18][CH2:19][C:20]1[CH:25]=[CH:24][CH:23]=[CH:22][CH:21]=1)([O:8][C:9]([CH3:12])([CH3:11])[CH3:10])=[O:7])([CH3:2])([CH3:3])[CH3:4]. (2) Given the reactants [CH2:1]([NH:8][CH2:9][C:10]1[CH:15]=[CH:14][CH:13]=[CH:12][CH:11]=1)[C:2]1[CH:7]=[CH:6][CH:5]=[CH:4][CH:3]=1.[Cl-].[Li+].[CH2:18]([C@H:20]1[O:22][CH2:21]1)[Cl:19], predict the reaction product. The product is: [Cl:19][CH2:18][C@@H:20]([OH:22])[CH2:21][N:8]([CH2:1][C:2]1[CH:7]=[CH:6][CH:5]=[CH:4][CH:3]=1)[CH2:9][C:10]1[CH:15]=[CH:14][CH:13]=[CH:12][CH:11]=1.